Task: Predict the reactants needed to synthesize the given product.. Dataset: Retrosynthesis with 50K atom-mapped reactions and 10 reaction types from USPTO (1) The reactants are: CC1CCC(C(C)C)C(N)C1.O=C(Cl)c1ccccc1. Given the product CC(C)[C@H]1CC[C@H](C)C[C@H]1NC(=O)c1ccccc1, predict the reactants needed to synthesize it. (2) Given the product CC(=O)Oc1cnc2ccccc2c1, predict the reactants needed to synthesize it. The reactants are: CC(=O)Cl.Oc1cnc2ccccc2c1. (3) Given the product COC(=O)c1cc(C(=O)NCCN(C)C)cc(-c2cc(Cl)ccc2Cl)c1, predict the reactants needed to synthesize it. The reactants are: CN(C)CCN.COC(=O)c1cc(C(=O)O)cc(-c2cc(Cl)ccc2Cl)c1. (4) Given the product O=C1NC(=O)c2c1c1c3cc(F)c(F)cc3[nH]c1c1c2c2cc(F)c(F)cc2n1[C@@H]1O[C@@H]2CO[C@@H](C2)[C@H]1OCc1ccccc1, predict the reactants needed to synthesize it. The reactants are: O=C1NC(=O)c2c1c1c3cc(F)c(F)cc3[nH]c1c1c2c2cc(F)c(F)cc2n1[C@@H]1O[C@H](CO)C[C@H](O)[C@H]1OCc1ccccc1. (5) Given the product CCCN(CCC)CCCCNC(=O)c1ccc(CNCc2nccn2C)cc1, predict the reactants needed to synthesize it. The reactants are: CCCN(CCC)CCCCNC(=O)c1ccc(CN)cc1.Cn1ccnc1C=O. (6) Given the product COc1ccccc1-n1nnc(C(=O)Nc2cccc(C)n2)c1C, predict the reactants needed to synthesize it. The reactants are: COc1ccccc1-n1nnc(C(=O)O)c1C.Cc1cccc(N)n1. (7) The reactants are: CC(C)c1nnc2ccc(-c3sc(C4CCC(=O)CC4)nc3-c3ccc(F)cc3F)nn12. Given the product CC(C)c1nnc2ccc(-c3sc([C@H]4CC[C@@H](O)CC4)nc3-c3ccc(F)cc3F)nn12, predict the reactants needed to synthesize it.